From a dataset of Forward reaction prediction with 1.9M reactions from USPTO patents (1976-2016). Predict the product of the given reaction. (1) Given the reactants [CH2:1]([O:8][C@H:9]([C:25]([F:28])([F:27])[F:26])[C@@H:10]([NH:14][C:15]1[CH:20]=[CH:19][C:18]([C:21]#[N:22])=[C:17]([Cl:23])[C:16]=1[CH3:24])[C:11](O)=[O:12])[C:2]1[CH:7]=[CH:6][CH:5]=[CH:4][CH:3]=1.[C:29]([C:31]1[CH:40]=[CH:39][C:34]([C:35]([NH:37][NH2:38])=[O:36])=[CH:33][CH:32]=1)#[N:30].C1C=CC2N(O)N=NC=2C=1.C(Cl)CCl.CCN(CC)CC, predict the reaction product. The product is: [CH2:1]([O:8][C@H:9]([C:25]([F:26])([F:28])[F:27])[C@@H:10]([NH:14][C:15]1[CH:20]=[CH:19][C:18]([C:21]#[N:22])=[C:17]([Cl:23])[C:16]=1[CH3:24])[C:11]([NH:38][NH:37][C:35](=[O:36])[C:34]1[CH:33]=[CH:32][C:31]([C:29]#[N:30])=[CH:40][CH:39]=1)=[O:12])[C:2]1[CH:7]=[CH:6][CH:5]=[CH:4][CH:3]=1. (2) The product is: [CH2:1]([O:8][C:9]1[CH:10]=[C:11]([CH:14]=[CH:15][C:16]=1[O:17][CH2:18][C:19]1[CH:24]=[CH:23][CH:22]=[CH:21][CH:20]=1)[CH2:12][NH:13][C:25](=[O:31])[CH2:26][CH2:27][C:28]([NH:13][CH2:12][C:11]1[CH:14]=[CH:15][C:16]([O:17][CH2:18][C:19]2[CH:24]=[CH:23][CH:22]=[CH:21][CH:20]=2)=[C:9]([O:8][CH2:1][C:2]2[CH:3]=[CH:4][CH:5]=[CH:6][CH:7]=2)[CH:10]=1)=[O:29])[C:2]1[CH:3]=[CH:4][CH:5]=[CH:6][CH:7]=1. Given the reactants [CH2:1]([O:8][C:9]1[CH:10]=[C:11]([CH:14]=[CH:15][C:16]=1[O:17][CH2:18][C:19]1[CH:24]=[CH:23][CH:22]=[CH:21][CH:20]=1)[CH2:12][NH2:13])[C:2]1[CH:7]=[CH:6][CH:5]=[CH:4][CH:3]=1.[C:25](Cl)(=[O:31])[CH2:26][CH2:27][C:28](Cl)=[O:29], predict the reaction product.